This data is from Full USPTO retrosynthesis dataset with 1.9M reactions from patents (1976-2016). The task is: Predict the reactants needed to synthesize the given product. (1) Given the product [C:23]([O:22][C:20](=[O:21])[N:15]([CH2:12][CH2:11][CH2:10][C:5]1[CH:6]=[CH:7][CH:8]=[CH:9][C:4]=1[Br:3])[CH3:14])([CH3:26])([CH3:25])[CH3:24], predict the reactants needed to synthesize it. The reactants are: CN.[Br:3][C:4]1[CH:9]=[CH:8][CH:7]=[CH:6][C:5]=1[CH2:10][CH2:11][CH:12]=O.[C:14]([BH3-])#[N:15].[Na+].[OH-].[Na+].[C:20](O[C:20]([O:22][C:23]([CH3:26])([CH3:25])[CH3:24])=[O:21])([O:22][C:23]([CH3:26])([CH3:25])[CH3:24])=[O:21].C(N(CC)CC)C. (2) Given the product [CH2:1]([C:3]1[CH:4]=[C:5]([CH3:10])[C:6]([OH:9])=[C:7]([CH:8]=1)[CH:16]=[O:17])[CH3:2], predict the reactants needed to synthesize it. The reactants are: [CH2:1]([C:3]1[CH:8]=[CH:7][C:6]([OH:9])=[C:5]([CH3:10])[CH:4]=1)[CH3:2].[Mg+2].[Cl-].[Cl-].Cl.C[CH2:16][O:17]C(C)=O. (3) Given the product [Br:1][C:2]1[CH:3]=[CH:4][C:5]2[N:6]([C:8]([C:12](=[O:14])[CH3:13])=[CH:9][N:10]=2)[CH:7]=1, predict the reactants needed to synthesize it. The reactants are: [Br:1][C:2]1[CH:3]=[CH:4][C:5]2[N:6]([C:8](I)=[CH:9][N:10]=2)[CH:7]=1.[CH2:12]([O:14]C([Sn](CCCC)(CCCC)CCCC)=C)[CH3:13].Cl. (4) Given the product [NH2:47][CH2:46][CH2:45][CH2:44][C:43]([NH:42][CH2:41][C:39]1[CH:38]=[N:37][N:36]([CH2:35][C@@H:27]2[C@H:26]([NH:25][C:23](=[O:24])/[C:22](=[N:21]\[O:20][C:17]3([C:15]([OH:16])=[O:14])[CH2:19][CH2:18]3)/[C:56]3[N:57]=[C:58]([NH2:61])[S:59][CH:60]=3)[C:29](=[O:30])[N:28]2[S:31]([OH:34])(=[O:32])=[O:33])[N:40]=1)=[O:55], predict the reactants needed to synthesize it. The reactants are: C([O:14][C:15]([C:17]1([O:20]/[N:21]=[C:22](/[C:56]2[N:57]=[C:58]([NH:61]C(OC(C)(C)C)=O)[S:59][CH:60]=2)\[C:23]([NH:25][C@@H:26]2[C:29](=[O:30])[N:28]([S:31]([OH:34])(=[O:33])=[O:32])[C@@H:27]2[CH2:35][N:36]2[N:40]=[C:39]([CH2:41][NH:42][C:43](=[O:55])[CH2:44][CH2:45][CH2:46][NH:47]C(OC(C)(C)C)=O)[CH:38]=[N:37]2)=[O:24])[CH2:19][CH2:18]1)=[O:16])(C1C=CC=CC=1)C1C=CC=CC=1.C(O)(C(F)(F)F)=O.